Dataset: Forward reaction prediction with 1.9M reactions from USPTO patents (1976-2016). Task: Predict the product of the given reaction. (1) Given the reactants [N:1]1[CH:6]=[CH:5][C:4]([NH:7][C:8]([NH2:10])=[S:9])=[CH:3][CH:2]=1.Br[CH2:12][C:13]([C:15]1[O:19][N:18]=[C:17]([C:20]2[CH:25]=[CH:24][CH:23]=[CH:22][CH:21]=2)[CH:16]=1)=O, predict the reaction product. The product is: [C:20]1([C:17]2[CH:16]=[C:15]([C:13]3[N:10]=[C:8]([NH:7][C:4]4[CH:5]=[CH:6][N:1]=[CH:2][CH:3]=4)[S:9][CH:12]=3)[O:19][N:18]=2)[CH:21]=[CH:22][CH:23]=[CH:24][CH:25]=1. (2) The product is: [CH2:24]([C:7]1[S:6][CH:10]=[CH:9][CH:8]=1)[CH2:23][CH2:22][CH2:21][CH2:20][CH2:19][CH2:18][CH2:17][CH2:16][CH2:15][CH2:14][CH2:13][CH2:12][CH3:11]. Given the reactants [Li]CCCC.[S:6]1[CH:10]=[CH:9][CH:8]=[CH:7]1.[CH2:11](Br)[CH2:12][CH2:13][CH2:14][CH2:15][CH2:16][CH2:17][CH2:18][CH2:19][CH2:20][CH2:21][CH2:22][CH2:23][CH3:24], predict the reaction product. (3) Given the reactants [CH:1]([N:14]1[C:22]2[C:17](=[CH:18][C:19]([Cl:23])=[CH:20][CH:21]=2)[C:16]([CH2:24][CH2:25][O:26][C:27]2[CH:35]=[CH:34][C:30]([C:31]([OH:33])=[O:32])=[CH:29][CH:28]=2)=[C:15]1[CH2:36][CH2:37][NH:38]S(CC1C=CC=CC=1)(=O)=O)([C:8]1[CH:13]=[CH:12][CH:11]=[CH:10][CH:9]=1)[C:2]1[CH:7]=[CH:6][CH:5]=[CH:4][CH:3]=1.[Cl:49][C:50]1[CH:51]=[C:52]([S:57](Cl)(=[O:59])=[O:58])[CH:53]=[C:54]([Cl:56])[CH:55]=1, predict the reaction product. The product is: [CH:1]([N:14]1[C:22]2[C:17](=[CH:18][C:19]([Cl:23])=[CH:20][CH:21]=2)[C:16]([CH2:24][CH2:25][O:26][C:27]2[CH:35]=[CH:34][C:30]([C:31]([OH:33])=[O:32])=[CH:29][CH:28]=2)=[C:15]1[CH2:36][CH2:37][NH:38][S:57]([C:52]1[CH:51]=[C:50]([Cl:49])[CH:55]=[C:54]([Cl:56])[CH:53]=1)(=[O:59])=[O:58])([C:2]1[CH:3]=[CH:4][CH:5]=[CH:6][CH:7]=1)[C:8]1[CH:9]=[CH:10][CH:11]=[CH:12][CH:13]=1. (4) Given the reactants [Cl:1][C:2]1[CH:3]=[C:4]([CH:12]([CH2:16][CH:17]2[CH2:21][CH2:20][CH2:19][CH2:18]2)[C:13]([OH:15])=O)[CH:5]=[CH:6][C:7]=1[S:8]([CH3:11])(=[O:10])=[O:9].C(Cl)(=O)C(Cl)=O.[NH2:28][C:29]1[CH:34]=[N:33][CH:32]=[CH:31][N:30]=1.N1C=CC=CC=1, predict the reaction product. The product is: [Cl:1][C:2]1[CH:3]=[C:4]([CH:12]([CH2:16][CH:17]2[CH2:21][CH2:20][CH2:19][CH2:18]2)[C:13]([NH:28][C:29]2[CH:34]=[N:33][CH:32]=[CH:31][N:30]=2)=[O:15])[CH:5]=[CH:6][C:7]=1[S:8]([CH3:11])(=[O:9])=[O:10]. (5) Given the reactants [Cl:1][C:2]1[CH:24]=[CH:23][C:5]([CH2:6][NH:7][C:8]([C:10]2[CH:19]=[CH:18][C:13]([C:14]([O:16]C)=O)=[C:12]([N:20]=[C:21]=[S:22])[CH:11]=2)=[O:9])=[CH:4][CH:3]=1.[CH3:25][O:26][C:27]1[N:32]=[CH:31][C:30]([NH2:33])=[CH:29][CH:28]=1, predict the reaction product. The product is: [Cl:1][C:2]1[CH:3]=[CH:4][C:5]([CH2:6][NH:7][C:8]([C:10]2[CH:11]=[C:12]3[C:13]([C:14](=[O:16])[N:33]([C:30]4[CH:31]=[N:32][C:27]([O:26][CH3:25])=[CH:28][CH:29]=4)[C:21](=[S:22])[NH:20]3)=[CH:18][CH:19]=2)=[O:9])=[CH:23][CH:24]=1.